Dataset: Caco-2 cell permeability data measuring drug intestinal absorption for ~900 compounds. Task: Regression/Classification. Given a drug SMILES string, predict its absorption, distribution, metabolism, or excretion properties. Task type varies by dataset: regression for continuous measurements (e.g., permeability, clearance, half-life) or binary classification for categorical outcomes (e.g., BBB penetration, CYP inhibition). For this dataset (caco2_wang), we predict Y. (1) The Y is -5.19 log Papp (cm/s). The drug is Cc1cn([C@H]2C[C@H]([N-][NH+]=N)[C@@H](CO)O2)c(=O)[nH]c1=O. (2) The drug is CCOC(=O)C1=C(COCCN)NC(C)=C(C(=O)OC)C1c1ccccc1Cl. The Y is -4.67 log Papp (cm/s). (3) The drug is N[C@@H](Cc1ccccc1)C(=O)OC[C@H]1O[C@@H](n2ccc(O)nc2=O)[C@@H](O)[C@@H]1O. The Y is -5.70 log Papp (cm/s). (4) The compound is CNC(=O)[C@@H](Cc1ccccc1)NC(=O)[C@H](NC(C)=O)C(C)C. The Y is -5.39 log Papp (cm/s). (5) The compound is COc1ccc(-c2cc(=O)c3c(OC)cc(OC)cc3o2)cc1. The Y is -4.56 log Papp (cm/s). (6) The compound is CCOP(=O)(OCC)Oc1ccc(N(O)O)cc1. The Y is -4.69 log Papp (cm/s). (7) The drug is CC(=O)N[C@@H](Cc1ccccc1)C(=O)N[C@H](Cc1ccccc1)C(=O)N[C@@H](Cc1ccccc1)C(N)=O. The Y is -5.76 log Papp (cm/s). (8) The compound is COc1ccc2c3c1O[C@H]1[C@@H](O)C=C[C@H]4[C@@H](C2)N(C)CC[C@]314. The Y is -4.09 log Papp (cm/s).